This data is from Catalyst prediction with 721,799 reactions and 888 catalyst types from USPTO. The task is: Predict which catalyst facilitates the given reaction. (1) Reactant: [CH3:1][C:2]1[CH:9]=[CH:8][C:5]([C:6]#[N:7])=[CH:4][CH:3]=1.C1C(=O)N([Br:17])C(=O)C1. Product: [Br:17][C:3]1[CH:4]=[C:5]([CH:8]=[CH:9][C:2]=1[CH3:1])[C:6]#[N:7]. The catalyst class is: 561. (2) Reactant: [CH3:1][S:2]([C:5]1[CH:6]=[C:7]([CH:12]=[CH:13][CH:14]=1)[C:8](OC)=[O:9])(=[O:4])=[O:3].[H-].[Al+3].[Li+].[H-].[H-].[H-]. Product: [CH3:1][S:2]([C:5]1[CH:6]=[C:7]([CH:12]=[CH:13][CH:14]=1)[CH2:8][OH:9])(=[O:3])=[O:4]. The catalyst class is: 20. (3) Reactant: [C:1]([NH:4][C:5]1[CH:20]=[CH:19][C:8]([O:9][C:10]([NH:12][CH2:13][CH2:14][S:15]([OH:18])(=[O:17])=[O:16])=[O:11])=[CH:7][CH:6]=1)(=[O:3])[CH3:2].C(=O)([O-])O.[Na+:25]. Product: [C:1]([NH:4][C:5]1[CH:20]=[CH:19][C:8]([O:9][C:10]([NH:12][CH2:13][CH2:14][S:15]([O-:18])(=[O:17])=[O:16])=[O:11])=[CH:7][CH:6]=1)(=[O:3])[CH3:2].[Na+:25]. The catalyst class is: 6. (4) Reactant: [Cl:1][C:2]1[C:3]([NH:29][C:30]2[CH:35]=[CH:34][CH:33]=[CH:32][C:31]=2[S:36]([CH:39]([CH3:41])[CH3:40])(=[O:38])=[O:37])=[N:4][C:5]([NH:8][C:9]2[CH:17]=[C:16]3[C:12]([CH2:13][N:14]([CH:19]4[CH2:24][CH2:23][NH:22][CH2:21][CH2:20]4)[C:15]3=[O:18])=[CH:11][C:10]=2[O:25][CH:26]([CH3:28])[CH3:27])=[N:6][CH:7]=1.C(N(CC)CC)C.[CH3:49][N:50]([CH3:54])[C:51](Cl)=[O:52]. Product: [CH3:49][N:50]([CH3:54])[C:51]([N:22]1[CH2:21][CH2:20][CH:19]([N:14]2[CH2:13][C:12]3[C:16](=[CH:17][C:9]([NH:8][C:5]4[N:4]=[C:3]([NH:29][C:30]5[CH:35]=[CH:34][CH:33]=[CH:32][C:31]=5[S:36]([CH:39]([CH3:41])[CH3:40])(=[O:38])=[O:37])[C:2]([Cl:1])=[CH:7][N:6]=4)=[C:10]([O:25][CH:26]([CH3:28])[CH3:27])[CH:11]=3)[C:15]2=[O:18])[CH2:24][CH2:23]1)=[O:52]. The catalyst class is: 3. (5) Reactant: [O:1]1[CH2:4][CH:3]([N:5]2[CH2:10][CH2:9][NH:8][CH2:7][CH2:6]2)[CH2:2]1.C(=O)([O-])[O-].[K+].[K+].[F:17][C:18]1[CH:19]=[C:20]([N+:26]([O-:28])=[O:27])[CH:21]=[C:22]([F:25])[C:23]=1F. Product: [F:17][C:18]1[CH:19]=[C:20]([N+:26]([O-:28])=[O:27])[CH:21]=[C:22]([F:25])[C:23]=1[N:8]1[CH2:9][CH2:10][N:5]([CH:3]2[CH2:4][O:1][CH2:2]2)[CH2:6][CH2:7]1. The catalyst class is: 9. (6) Reactant: [NH2:1][C@@H:2]1[CH2:7][CH2:6][CH2:5][CH2:4][C@@H:3]1[N:8]1[C:12]([C:13]2[CH:18]=[CH:17][CH:16]=[CH:15][CH:14]=2)=[C:11]([C:19]([N:21]2[CH2:26][CH2:25][N:24]([C:27]([O:29][C:30]([CH3:33])([CH3:32])[CH3:31])=[O:28])[CH2:23][C@H:22]2[CH2:34][C:35]2[CH:40]=[CH:39][CH:38]=[CH:37][CH:36]=2)=[O:20])[N:10]=[CH:9]1.C(N(CC)CC)C.[CH:48]1([C:51](Cl)=[O:52])[CH2:50][CH2:49]1.C(=O)(O)[O-].[Na+]. Product: [CH2:34]([C@H:22]1[N:21]([C:19]([C:11]2[N:10]=[CH:9][N:8]([C@H:3]3[CH2:4][CH2:5][CH2:6][CH2:7][C@H:2]3[NH:1][C:51]([CH:48]3[CH2:50][CH2:49]3)=[O:52])[C:12]=2[C:13]2[CH:18]=[CH:17][CH:16]=[CH:15][CH:14]=2)=[O:20])[CH2:26][CH2:25][N:24]([C:27]([O:29][C:30]([CH3:33])([CH3:31])[CH3:32])=[O:28])[CH2:23]1)[C:35]1[CH:36]=[CH:37][CH:38]=[CH:39][CH:40]=1. The catalyst class is: 4. (7) Reactant: C([Si](C)(C)[O:6][CH2:7][CH2:8][N:9]1[CH:13]=[CH:12][C:11]([NH:14][C:15](=[O:35])[CH:16]([C:24]2[CH:29]=[CH:28][C:27]([S:30]([CH3:33])(=[O:32])=[O:31])=[C:26]([Cl:34])[CH:25]=2)[CH2:17][CH:18]2[CH2:23][CH2:22][O:21][CH2:20][CH2:19]2)=[N:10]1)(C)(C)C.C(O)C. Product: [Cl:34][C:26]1[CH:25]=[C:24]([CH:16]([CH2:17][CH:18]2[CH2:23][CH2:22][O:21][CH2:20][CH2:19]2)[C:15]([NH:14][C:11]2[CH:12]=[CH:13][N:9]([CH2:8][CH2:7][OH:6])[N:10]=2)=[O:35])[CH:29]=[CH:28][C:27]=1[S:30]([CH3:33])(=[O:32])=[O:31]. The catalyst class is: 601.